Dataset: Forward reaction prediction with 1.9M reactions from USPTO patents (1976-2016). Task: Predict the product of the given reaction. The product is: [Cl:1][C:2]1[CH:3]=[CH:4][C:5]([C:19]([F:22])([F:20])[F:21])=[C:6]([C:8]2[C:9]3[C:17](=[O:18])[CH2:16][CH2:15][C:10]=3[N:11]([CH2:24][C:25]([O:27][C:28]([CH3:31])([CH3:30])[CH3:29])=[O:26])[C:12](=[O:14])[CH:13]=2)[CH:7]=1. Given the reactants [Cl:1][C:2]1[CH:3]=[CH:4][C:5]([C:19]([F:22])([F:21])[F:20])=[C:6]([C:8]2[C:9]3[C:17](=[O:18])[CH2:16][CH2:15][C:10]=3[NH:11][C:12](=[O:14])[CH:13]=2)[CH:7]=1.Br[CH2:24][C:25]([O:27][C:28]([CH3:31])([CH3:30])[CH3:29])=[O:26].C(=O)([O-])[O-].[K+].[K+], predict the reaction product.